From a dataset of Reaction yield outcomes from USPTO patents with 853,638 reactions. Predict the reaction yield, written as a fraction of the theoretical maximum amount of product (1.0 means a 100% yield; for example, 0.34 means a 34% yield). (1) The reactants are [CH:1]1([C:4]2([F:25])[CH2:7][N:6]([C:8]3[N:13]=[C:12]([S:14]([CH3:17])(=O)=O)[N:11]=[C:10]([NH:18][C:19]4[NH:23][N:22]=[C:21]([CH3:24])[CH:20]=4)[CH:9]=3)[CH2:5]2)[CH2:3][CH2:2]1.[NH2:26][C:27]1[N:32]=[CH:31]C(S)=[CH:29][CH:28]=1. The catalyst is CN(C=O)C.C(OC(=O)C)C.C([O-])(O)=O.[Na+]. The product is [NH2:26][C:27]1[N:32]=[CH:31][C:17]([S:14][C:12]2[N:11]=[C:10]([NH:18][C:19]3[NH:23][N:22]=[C:21]([CH3:24])[CH:20]=3)[CH:9]=[C:8]([N:6]3[CH2:7][C:4]([CH:1]4[CH2:3][CH2:2]4)([F:25])[CH2:5]3)[N:13]=2)=[CH:29][CH:28]=1. The yield is 0.300. (2) The reactants are [F:1][C:2]1[CH:10]=[C:9]([F:11])[CH:8]=[CH:7][C:3]=1[C:4]([OH:6])=[O:5].[N+:12]([O-])([OH:14])=[O:13]. The catalyst is S(=O)(=O)(O)O. The product is [F:1][C:2]1[CH:10]=[C:9]([F:11])[C:8]([N+:12]([O-:14])=[O:13])=[CH:7][C:3]=1[C:4]([OH:6])=[O:5]. The yield is 0.610. (3) The reactants are Cl[C:2]1[N:3]=[C:4]([CH3:13])[CH:5]=[C:6]2[CH2:11][CH2:10][O:9][C:8](=[O:12])[C:7]=12.C([Sn](CCCC)(CCCC)[C:19]1[O:20][CH:21]=[CH:22][CH:23]=1)CCC.[F-].[K+].O. The catalyst is C1(C)C=CC=CC=1.C1C=CC([P]([Pd]([P](C2C=CC=CC=2)(C2C=CC=CC=2)C2C=CC=CC=2)([P](C2C=CC=CC=2)(C2C=CC=CC=2)C2C=CC=CC=2)[P](C2C=CC=CC=2)(C2C=CC=CC=2)C2C=CC=CC=2)(C2C=CC=CC=2)C2C=CC=CC=2)=CC=1. The product is [CH3:13][C:4]1[CH:5]=[C:6]2[CH2:11][CH2:10][O:9][C:8](=[O:12])[C:7]2=[C:2]([C:19]2[O:20][CH:21]=[CH:22][CH:23]=2)[N:3]=1. The yield is 0.780. (4) The reactants are [CH2:1]([O:8][C@@H:9]1[C@@H:18]([O:19][CH2:20][C:21]2[CH:26]=[CH:25][CH:24]=[CH:23][CH:22]=2)[C@H:17]([O:27][C@@H:28]2[O:57][C@H:56]([CH2:58][F:59])[C@@H:47]([O:48][CH2:49][C:50]3[CH:55]=[CH:54][CH:53]=[CH:52][CH:51]=3)[C@H:38]([O:39][CH2:40][C:41]3[CH:46]=[CH:45][CH:44]=[CH:43][CH:42]=3)[C@H:29]2[O:30][CH2:31][C:32]2[CH:37]=[CH:36][CH:35]=[CH:34][CH:33]=2)[C@@H:16]([CH2:60][O:61][CH2:62][C:63]2[CH:68]=[CH:67][CH:66]=[CH:65][CH:64]=2)[O:15][C@@H:10]1[O:11][CH2:12][CH:13]=[CH2:14])[C:2]1[CH:7]=[CH:6][CH:5]=[CH:4][CH:3]=1.O1CCCC1. The catalyst is CO.Cl[Pd]Cl. The product is [CH2:1]([O:8][C@@H:9]1[C@@H:18]([O:19][CH2:20][C:21]2[CH:22]=[CH:23][CH:24]=[CH:25][CH:26]=2)[C@H:17]([O:27][C@@H:28]2[O:57][C@H:56]([CH2:58][F:59])[C@@H:47]([O:48][CH2:49][C:50]3[CH:51]=[CH:52][CH:53]=[CH:54][CH:55]=3)[C@H:38]([O:39][CH2:40][C:41]3[CH:42]=[CH:43][CH:44]=[CH:45][CH:46]=3)[C@H:29]2[O:30][CH2:31][C:32]2[CH:37]=[CH:36][CH:35]=[CH:34][CH:33]=2)[C@@H:16]([CH2:60][O:61][CH2:62][C:63]2[CH:64]=[CH:65][CH:66]=[CH:67][CH:68]=2)[O:15][CH:10]1[O:11][CH2:12][CH:13]=[CH2:14])[C:2]1[CH:7]=[CH:6][CH:5]=[CH:4][CH:3]=1. The yield is 0.630.